This data is from NCI-60 drug combinations with 297,098 pairs across 59 cell lines. The task is: Regression. Given two drug SMILES strings and cell line genomic features, predict the synergy score measuring deviation from expected non-interaction effect. (1) Drug 1: CS(=O)(=O)C1=CC(=C(C=C1)C(=O)NC2=CC(=C(C=C2)Cl)C3=CC=CC=N3)Cl. Drug 2: C1CC(=O)NC(=O)C1N2C(=O)C3=CC=CC=C3C2=O. Cell line: COLO 205. Synergy scores: CSS=-1.76, Synergy_ZIP=2.96, Synergy_Bliss=4.04, Synergy_Loewe=-0.773, Synergy_HSA=-2.50. (2) Drug 1: CC1=CC=C(C=C1)C2=CC(=NN2C3=CC=C(C=C3)S(=O)(=O)N)C(F)(F)F. Drug 2: CN1C2=C(C=C(C=C2)N(CCCl)CCCl)N=C1CCCC(=O)O.Cl. Cell line: HCT116. Synergy scores: CSS=-3.06, Synergy_ZIP=1.79, Synergy_Bliss=-0.0914, Synergy_Loewe=-1.01, Synergy_HSA=-4.95. (3) Drug 1: CCC1(CC2CC(C3=C(CCN(C2)C1)C4=CC=CC=C4N3)(C5=C(C=C6C(=C5)C78CCN9C7C(C=CC9)(C(C(C8N6C=O)(C(=O)OC)O)OC(=O)C)CC)OC)C(=O)OC)O.OS(=O)(=O)O. Drug 2: N.N.Cl[Pt+2]Cl. Cell line: M14. Synergy scores: CSS=38.0, Synergy_ZIP=-8.41, Synergy_Bliss=-3.01, Synergy_Loewe=-11.6, Synergy_HSA=-0.585. (4) Drug 1: CS(=O)(=O)C1=CC(=C(C=C1)C(=O)NC2=CC(=C(C=C2)Cl)C3=CC=CC=N3)Cl. Drug 2: CC1CCC2CC(C(=CC=CC=CC(CC(C(=O)C(C(C(=CC(C(=O)CC(OC(=O)C3CCCCN3C(=O)C(=O)C1(O2)O)C(C)CC4CCC(C(C4)OC)OCCO)C)C)O)OC)C)C)C)OC. Cell line: RXF 393. Synergy scores: CSS=21.1, Synergy_ZIP=-6.91, Synergy_Bliss=-3.97, Synergy_Loewe=-4.42, Synergy_HSA=-1.88. (5) Drug 1: CC1C(C(CC(O1)OC2CC(CC3=C2C(=C4C(=C3O)C(=O)C5=C(C4=O)C(=CC=C5)OC)O)(C(=O)C)O)N)O.Cl. Drug 2: CC1C(C(CC(O1)OC2CC(CC3=C2C(=C4C(=C3O)C(=O)C5=C(C4=O)C(=CC=C5)OC)O)(C(=O)CO)O)N)O.Cl. Cell line: HCT116. Synergy scores: CSS=42.5, Synergy_ZIP=8.62, Synergy_Bliss=10.6, Synergy_Loewe=4.61, Synergy_HSA=10.4.